From a dataset of Reaction yield outcomes from USPTO patents with 853,638 reactions. Predict the reaction yield, written as a fraction of the theoretical maximum amount of product (1.0 means a 100% yield; for example, 0.34 means a 34% yield). (1) The reactants are [N+:1]([C:4]1[CH:14]=[CH:13][C:7]([O:8][CH2:9][C:10]([OH:12])=O)=[CH:6][CH:5]=1)([O-:3])=[O:2].Cl.C(N(CC)CC)C.[C:23](=[N:26]O)([NH2:25])[CH3:24].CCN=C=NCCCN(C)C.Cl.Cl.C(N(C(C)C)CC)(C)C. The catalyst is O1CCCC1. The product is [CH3:24][C:23]1[N:26]=[C:10]([CH2:9][O:8][C:7]2[CH:6]=[CH:5][C:4]([N+:1]([O-:3])=[O:2])=[CH:14][CH:13]=2)[O:12][N:25]=1. The yield is 0.600. (2) The reactants are Cl[C:2]1[CH:3]=[C:4]([N:21]([CH:31]2[CH2:33][CH2:32]2)CC2C=CC(OC)=CC=2)[C:5]2[N:6]([C:8]([C:11]([NH:13][C:14]3[CH:19]=[CH:18][N:17]=[CH:16][C:15]=3[F:20])=[O:12])=[CH:9][N:10]=2)[N:7]=1.[CH3:34][N:35]1[CH2:40][CH2:39][CH:38]([NH2:41])[CH2:37][CH2:36]1.CN1C(=O)CCC1.C(O)(C(F)(F)F)=O. The catalyst is CO.C(Cl)Cl. The product is [CH:31]1([NH:21][C:4]2[C:5]3[N:6]([C:8]([C:11]([NH:13][C:14]4[CH:19]=[CH:18][N:17]=[CH:16][C:15]=4[F:20])=[O:12])=[CH:9][N:10]=3)[N:7]=[C:2]([NH:41][CH:38]3[CH2:39][CH2:40][N:35]([CH3:34])[CH2:36][CH2:37]3)[CH:3]=2)[CH2:32][CH2:33]1. The yield is 0.144. (3) The reactants are [CH3:1][C:2]1[CH:7]=[C:6]([C:8]2[CH:9]=[CH:10][C:11]3[N:17]4[CH2:18][C@H:14]([CH2:15][CH2:16]4)[NH:13][C:12]=3[N:19]=2)[CH:5]=[CH:4][N:3]=1.[CH2:20]([O:22][C:23]1[N:24]=[CH:25][C:26]([NH:29][C:30](=O)[O:31]C2C=CC=CC=2)=[N:27][CH:28]=1)[CH3:21].CO. The catalyst is C1COCC1.CN(C1C=CN=CC=1)C.C(Cl)Cl. The product is [CH2:20]([O:22][C:23]1[N:24]=[CH:25][C:26]([NH:29][C:30]([N:13]2[C@@H:14]3[CH2:18][N:17]([CH2:16][CH2:15]3)[C:11]3[CH:10]=[CH:9][C:8]([C:6]4[CH:5]=[CH:4][N:3]=[C:2]([CH3:1])[CH:7]=4)=[N:19][C:12]2=3)=[O:31])=[N:27][CH:28]=1)[CH3:21]. The yield is 0.228. (4) The reactants are [CH3:1][C:2]1[C:15]2[C:14](=O)[C:13]3[C:8](=[CH:9][CH:10]=[CH:11][CH:12]=3)[C:7](=O)[C:6]=2[C:5]([CH3:18])=[CH:4][CH:3]=1.[BH4-].[Na+]. The catalyst is C(O)(C)C. The product is [CH3:18][C:5]1[C:6]2[C:15](=[CH:14][C:13]3[C:8]([CH:7]=2)=[CH:9][CH:10]=[CH:11][CH:12]=3)[C:2]([CH3:1])=[CH:3][CH:4]=1. The yield is 0.920. (5) The reactants are [CH2:1]([N:8]1[CH2:13][CH2:12][NH:11][CH2:10][CH2:9]1)[C:2]1[CH:7]=[CH:6][CH:5]=[CH:4][CH:3]=1.[NH2:14][C:15]1[N:16]=[N:17][C:18](Cl)=[CH:19][CH:20]=1. The catalyst is C(=O)(O)[O-].[Na+]. The product is [CH2:1]([N:8]1[CH2:13][CH2:12][N:11]([C:18]2[N:17]=[N:16][C:15]([NH2:14])=[CH:20][CH:19]=2)[CH2:10][CH2:9]1)[C:2]1[CH:3]=[CH:4][CH:5]=[CH:6][CH:7]=1. The yield is 0.820. (6) The reactants are CN(C=O)C.[Cl:6][C:7]1[CH:8]=[C:9]([N:17]([CH2:25][CH:26]2[CH2:31][CH2:30][O:29][CH2:28][CH2:27]2)[C:18](=[O:24])[O:19][C:20]([CH3:23])([CH3:22])[CH3:21])[C:10]2[N:11]([C:13](I)=[CH:14][N:15]=2)[N:12]=1.[CH:32]1([NH:35][C:36]([C:38]2[CH:43]=[CH:42][C:41](B3OC(C)(C)C(C)(C)O3)=[CH:40][CH:39]=2)=[O:37])[CH2:34][CH2:33]1.C(=O)([O-])[O-].[Na+].[Na+]. The catalyst is C1C=CC([P]([Pd]([P](C2C=CC=CC=2)(C2C=CC=CC=2)C2C=CC=CC=2)([P](C2C=CC=CC=2)(C2C=CC=CC=2)C2C=CC=CC=2)[P](C2C=CC=CC=2)(C2C=CC=CC=2)C2C=CC=CC=2)(C2C=CC=CC=2)C2C=CC=CC=2)=CC=1.C(OCC)(=O)C.O. The product is [Cl:6][C:7]1[CH:8]=[C:9]([N:17]([CH2:25][CH:26]2[CH2:31][CH2:30][O:29][CH2:28][CH2:27]2)[C:18](=[O:24])[O:19][C:20]([CH3:23])([CH3:22])[CH3:21])[C:10]2[N:11]([C:13]([C:41]3[CH:40]=[CH:39][C:38]([C:36](=[O:37])[NH:35][CH:32]4[CH2:34][CH2:33]4)=[CH:43][CH:42]=3)=[CH:14][N:15]=2)[N:12]=1. The yield is 0.360. (7) The reactants are [Br:1][C:2]1[CH:3]=[C:4]([C:9]2([C:17]3[CH:22]=[CH:21][CH:20]=[C:19]([OH:23])[CH:18]=3)[NH:13][C:12](=[S:14])[N:11]([CH3:15])[C:10]2=[O:16])[CH:5]=[CH:6][C:7]=1[F:8].C(N(CC)CC)C.[C:31]1([S:37](Cl)(=[O:39])=[O:38])[CH:36]=[CH:35][CH:34]=[CH:33][CH:32]=1. The catalyst is ClCCl. The product is [C:31]1([S:37]([O:23][C:19]2[CH:20]=[CH:21][CH:22]=[C:17]([C:9]3([C:4]4[CH:5]=[CH:6][C:7]([F:8])=[C:2]([Br:1])[CH:3]=4)[C:10](=[O:16])[N:11]([CH3:15])[C:12](=[S:14])[NH:13]3)[CH:18]=2)(=[O:39])=[O:38])[CH:36]=[CH:35][CH:34]=[CH:33][CH:32]=1. The yield is 1.00. (8) The reactants are C([O:3][C:4]([C:6]1[S:7][C:8]([S:19][C:20]2[CH:25]=[CH:24][CH:23]=[CH:22][N:21]=2)=[C:9]2[C:17]3[N:16]([CH3:18])[N:15]=[CH:14][C:13]=3[CH2:12][CH2:11][C:10]=12)=[O:5])C.[OH-].[K+].Cl. The catalyst is C(O)C.C1COCC1. The product is [CH3:18][N:16]1[C:17]2[C:9]3=[C:8]([S:19][C:20]4[CH:25]=[CH:24][CH:23]=[CH:22][N:21]=4)[S:7][C:6]([C:4]([OH:5])=[O:3])=[C:10]3[CH2:11][CH2:12][C:13]=2[CH:14]=[N:15]1. The yield is 0.590. (9) The reactants are [CH3:1][O:2][C:3]1[CH:12]=[CH:11][CH:10]=[C:9]2[C:4]=1[CH2:5][CH2:6][C@H:7]([CH3:13])[NH:8]2.ClCCl.[CH:17]1([C:20](Cl)=[O:21])[CH2:19][CH2:18]1. The catalyst is N1C=CC=CC=1. The product is [CH:17]1([C:20]([N:8]2[C:9]3[C:4](=[C:3]([O:2][CH3:1])[CH:12]=[CH:11][CH:10]=3)[CH2:5][CH2:6][C@@H:7]2[CH3:13])=[O:21])[CH2:19][CH2:18]1. The yield is 0.980.